From a dataset of Catalyst prediction with 721,799 reactions and 888 catalyst types from USPTO. Predict which catalyst facilitates the given reaction. (1) Reactant: B(Br)(Br)Br.C[O:6][C:7]1[CH:34]=[CH:33][C:10]([CH2:11][N:12]2[CH2:16][C:15]([CH3:18])([CH3:17])[CH:14]([O:19][C:20]3[CH:27]=[CH:26][C:23]([C:24]#[N:25])=[C:22]([C:28]([F:31])([F:30])[F:29])[CH:21]=3)[C:13]2=[O:32])=[CH:9][CH:8]=1.O. Product: [OH:6][C:7]1[CH:34]=[CH:33][C:10]([CH2:11][N:12]2[CH2:16][C:15]([CH3:18])([CH3:17])[CH:14]([O:19][C:20]3[CH:27]=[CH:26][C:23]([C:24]#[N:25])=[C:22]([C:28]([F:31])([F:29])[F:30])[CH:21]=3)[C:13]2=[O:32])=[CH:9][CH:8]=1. The catalyst class is: 4. (2) Reactant: [Cl:1][C:2]1[CH:3]=[CH:4][C:5]([N:10]2[CH:14]=[N:13][CH:12]=[N:11]2)=[C:6]([CH:9]=1)[C:7]#[N:8].N. Product: [Cl:1][C:2]1[CH:3]=[CH:4][C:5]([N:10]2[CH:14]=[N:13][CH:12]=[N:11]2)=[C:6]([CH:9]=1)[CH2:7][NH2:8]. The catalyst class is: 171. (3) Reactant: C([Li])CCC.Br[C:7]1[CH:12]=[CH:11][N:10]=[C:9]2[N:13]([Si:16]([CH:23]([CH3:25])[CH3:24])([CH:20]([CH3:22])[CH3:21])[CH:17]([CH3:19])[CH3:18])[CH:14]=[CH:15][C:8]=12.[F:26]N(S(C1C=CC=CC=1)(=O)=O)S(C1C=CC=CC=1)(=O)=O. Product: [F:26][C:7]1[CH:12]=[CH:11][N:10]=[C:9]2[N:13]([Si:16]([CH:23]([CH3:25])[CH3:24])([CH:20]([CH3:22])[CH3:21])[CH:17]([CH3:19])[CH3:18])[CH:14]=[CH:15][C:8]=12. The catalyst class is: 332. (4) The catalyst class is: 1. Reactant: [CH3:1][O:2][CH2:3][CH2:4][OH:5].[H-].[Na+].Br[C:9]1[CH:14]=[CH:13][C:12]([Br:15])=[CH:11][N:10]=1. Product: [Br:15][C:12]1[CH:13]=[CH:14][C:9]([O:5][CH2:4][CH2:3][O:2][CH3:1])=[N:10][CH:11]=1. (5) Reactant: Br[C:2]1[CH:3]=[C:4]2[C:31](=[CH:32][CH:33]=1)[O:30][CH2:29][C:25]1([CH2:28][O:27][CH2:26]1)[C:5]12[CH2:9][O:8][C:7]([N:10]([C:18]([O:20][C:21]([CH3:24])([CH3:23])[CH3:22])=[O:19])[C:11]([O:13][C:14]([CH3:17])([CH3:16])[CH3:15])=[O:12])=[N:6]1.[CH3:34][C:35]1([CH3:51])[C:39]([CH3:41])([CH3:40])[O:38][B:37]([B:37]2[O:38][C:39]([CH3:41])([CH3:40])[C:35]([CH3:51])([CH3:34])[O:36]2)[O:36]1.C([O-])(=O)C.[K+]. Product: [CH3:34][C:35]1([CH3:51])[C:39]([CH3:41])([CH3:40])[O:38][B:37]([C:2]2[CH:3]=[C:4]3[C:31](=[CH:32][CH:33]=2)[O:30][CH2:29][C:25]2([CH2:28][O:27][CH2:26]2)[C:5]23[CH2:9][O:8][C:7]([N:10]([C:18]([O:20][C:21]([CH3:24])([CH3:23])[CH3:22])=[O:19])[C:11]([O:13][C:14]([CH3:17])([CH3:16])[CH3:15])=[O:12])=[N:6]2)[O:36]1. The catalyst class is: 75.